Dataset: NCI-60 drug combinations with 297,098 pairs across 59 cell lines. Task: Regression. Given two drug SMILES strings and cell line genomic features, predict the synergy score measuring deviation from expected non-interaction effect. Drug 1: C1=CC(=CC=C1C#N)C(C2=CC=C(C=C2)C#N)N3C=NC=N3. Drug 2: CCN(CC)CCNC(=O)C1=C(NC(=C1C)C=C2C3=C(C=CC(=C3)F)NC2=O)C. Cell line: SF-539. Synergy scores: CSS=12.1, Synergy_ZIP=-7.40, Synergy_Bliss=-10.6, Synergy_Loewe=-0.897, Synergy_HSA=-5.58.